From a dataset of Forward reaction prediction with 1.9M reactions from USPTO patents (1976-2016). Predict the product of the given reaction. (1) Given the reactants [N:1]1[C:10]2[C:5](=[CH:6][C:7]([CH2:11][N:12]3[C:16]4=[N:17][C:18]([C:21](=O)[CH3:22])=[CH:19][CH:20]=[C:15]4[N:14]=[N:13]3)=[CH:8][CH:9]=2)[CH:4]=[CH:3][CH:2]=1.C([O-])(=O)C.[Na+].Cl.[NH2:30][OH:31], predict the reaction product. The product is: [N:1]1[C:10]2[C:5](=[CH:6][C:7]([CH2:11][N:12]3[C:16]4=[N:17][C:18]([C:21](=[N:30][OH:31])[CH3:22])=[CH:19][CH:20]=[C:15]4[N:14]=[N:13]3)=[CH:8][CH:9]=2)[CH:4]=[CH:3][CH:2]=1. (2) Given the reactants [CH3:1][C:2]([N:5]1[C:10]([OH:11])=[C:9]([C:12]([NH:14][CH2:15][C:16]([O:18]CC)=[O:17])=[O:13])[C:8](=[O:21])[N:7]([CH2:22][C:23]2[CH:28]=[CH:27][C:26]([C:29]([CH3:32])([CH3:31])[CH3:30])=[CH:25][CH:24]=2)[C:6]1=[O:33])([CH3:4])[CH3:3].CC(N1C(=O)CC(=O)N(CC2C=CC(C(C)(C)C)=CC=2)C1=O)(C)C.C(N(C(C)C)CC)(C)C.N(CC(OCC)=O)=C=O, predict the reaction product. The product is: [CH3:4][C:2]([N:5]1[C:10]([OH:11])=[C:9]([C:12]([NH:14][CH2:15][C:16]([OH:18])=[O:17])=[O:13])[C:8](=[O:21])[N:7]([CH2:22][C:23]2[CH:24]=[CH:25][C:26]([C:29]([CH3:32])([CH3:31])[CH3:30])=[CH:27][CH:28]=2)[C:6]1=[O:33])([CH3:1])[CH3:3]. (3) Given the reactants S(=O)(=O)(O)O.[Br:6][CH:7]([CH2:11][OH:12])[C:8]([OH:10])=[O:9].[CH2:13](O)[CH3:14], predict the reaction product. The product is: [Br:6][CH:7]([CH2:11][OH:12])[C:8]([O:10][CH2:13][CH3:14])=[O:9]. (4) Given the reactants [F:1][C:2]([F:11])([F:10])[C:3]1[CH:8]=[CH:7][N:6]=[C:5]([OH:9])[N:4]=1.[I-].C[N+]1C=CN([C:19](=[O:28])[N:20]([CH3:27])[C:21]2[CH:26]=[CH:25][CH:24]=[CH:23][CH:22]=2)C=1.C(N(CC)CC)C, predict the reaction product. The product is: [F:11][C:2]([F:1])([F:10])[C:3]1[CH:8]=[CH:7][N:6]=[C:5]([O:9][C:19](=[O:28])[N:20]([CH3:27])[C:21]2[CH:26]=[CH:25][CH:24]=[CH:23][CH:22]=2)[N:4]=1. (5) Given the reactants Br[C:2]1[C:7](=[O:8])[N:6]([CH2:9][C:10]2[CH:15]=[CH:14][C:13]([C:16]3[C:17]([C:22]#[N:23])=[CH:18][CH:19]=[CH:20][CH:21]=3)=[CH:12][CH:11]=2)[C:5]([CH2:24][CH2:25][CH3:26])=[N:4][C:3]=1[CH2:27][CH3:28].[F:29][C:30]1[CH:31]=[C:32](B(O)O)[CH:33]=[CH:34][C:35]=1[O:36][CH:37]([CH3:39])[CH3:38].C(=O)([O-])[O-].[Cs+].[Cs+], predict the reaction product. The product is: [CH2:27]([C:3]1[N:4]=[C:5]([CH2:24][CH2:25][CH3:26])[N:6]([CH2:9][C:10]2[CH:11]=[CH:12][C:13]([C:16]3[C:17]([C:22]#[N:23])=[CH:18][CH:19]=[CH:20][CH:21]=3)=[CH:14][CH:15]=2)[C:7](=[O:8])[C:2]=1[C:32]1[CH:33]=[CH:34][C:35]([O:36][CH:37]([CH3:38])[CH3:39])=[C:30]([F:29])[CH:31]=1)[CH3:28].